From a dataset of Forward reaction prediction with 1.9M reactions from USPTO patents (1976-2016). Predict the product of the given reaction. (1) Given the reactants [OH:1][C:2]1[CH:7]=[CH:6][C:5]([C:8]([C:11]2[CH:16]=[CH:15][C:14]([OH:17])=[CH:13][CH:12]=2)(C)[CH3:9])=[CH:4][CH:3]=1.OC1C=CC(C(C2C=CC(O)=CC=2)(CC)C)=CC=1, predict the reaction product. The product is: [OH:1][C:2]1[CH:3]=[CH:4][C:5]([CH:8]([C:11]2[CH:12]=[CH:13][C:14]([OH:17])=[CH:15][CH:16]=2)[CH3:9])=[CH:6][CH:7]=1. (2) The product is: [Br:20][C:6]1[CH:5]=[CH:4][C:3]([OH:8])=[C:2]([CH3:1])[CH:7]=1. Given the reactants [CH3:1][C:2]1[CH:7]=[CH:6][CH:5]=[CH:4][C:3]=1[OH:8].CS(C)=O.C(=O)([O-])[O-].[Na+].[Na+].O.[BrH:20], predict the reaction product. (3) The product is: [F:27][C:28]1[CH:35]=[CH:34][C:31]([CH2:32][N:14]2[C:15]3[C:11](=[CH:10][C:9]([OH:8])=[CH:17][CH:16]=3)[C:12]([CH:18]3[CH2:19][CH2:20][N:21]([CH3:24])[CH2:22][CH2:23]3)=[CH:13]2)=[CH:30][CH:29]=1. Given the reactants [Si]([O:8][C:9]1[CH:10]=[C:11]2[C:15](=[CH:16][CH:17]=1)[NH:14][CH:13]=[C:12]2[CH:18]1[CH2:23][CH2:22][N:21]([CH3:24])[CH2:20][CH2:19]1)(C(C)(C)C)(C)C.[H-].[K+].[F:27][C:28]1[CH:35]=[CH:34][C:31]([CH2:32]Br)=[CH:30][CH:29]=1.ClCCl, predict the reaction product. (4) Given the reactants C(O[C:6](=[O:22])[NH:7][C@H:8]1[CH2:21][C:11]2[NH:12][C:13]3[CH:14]=[CH:15][C:16]([CH:19]=O)=[CH:17][C:18]=3[C:10]=2[CH2:9]1)(C)(C)C.C(=O)([O-])[O-].[K+].[K+].Cl.[CH3:30][O:31][NH2:32], predict the reaction product. The product is: [CH3:30][O:31][N:32]=[CH:19][C:16]1[CH:15]=[CH:14][C:13]2[NH:12][C:11]3[CH2:21][C@H:8]([NH:7][C:6](=[O:22])[C:10]([CH3:18])([CH3:11])[CH3:9])[CH2:9][C:10]=3[C:18]=2[CH:17]=1. (5) Given the reactants [Cl:1][C:2]1[N:3]([C:16]2[CH:21]=[CH:20][CH:19]=[CH:18][CH:17]=2)[C:4]2[C:9]([C:10]=1[C:11](O)=[O:12])=[CH:8][C:7]([O:14][CH3:15])=[CH:6][CH:5]=2.[N:22]1([C:28]([O:30][C:31]([CH3:34])([CH3:33])[CH3:32])=[O:29])[CH2:27][CH2:26][NH:25][CH2:24][CH2:23]1.C(Cl)CCl.C1C=NC2N(O)N=NC=2C=1.CN1CCOCC1, predict the reaction product. The product is: [C:31]([O:30][C:28]([N:22]1[CH2:27][CH2:26][N:25]([C:11]([C:10]2[C:9]3[C:4](=[CH:5][CH:6]=[C:7]([O:14][CH3:15])[CH:8]=3)[N:3]([C:16]3[CH:21]=[CH:20][CH:19]=[CH:18][CH:17]=3)[C:2]=2[Cl:1])=[O:12])[CH2:24][CH2:23]1)=[O:29])([CH3:34])([CH3:32])[CH3:33]. (6) Given the reactants Cl[C:2]1[N:7]=[C:6]([NH:8][C@H:9]([C:13]2[CH:14]=[N:15][CH:16]=[CH:17][CH:18]=2)[CH2:10][CH2:11][CH3:12])[C:5]([CH3:19])=[CH:4][N:3]=1.[C:20](=[O:23])([O-])[O-].[Na+].[Na+].[C:26]([O:29][CH2:30][CH3:31])(=O)C, predict the reaction product. The product is: [CH2:4]([NH:3][C:20]([NH:8][C:9]1[CH:10]=[CH:11][C:12]([C:2]2[N:7]=[C:6]([NH:8][C@H:9]([C:13]3[CH:14]=[N:15][CH:16]=[CH:17][CH:18]=3)[CH2:10][CH2:11][CH3:12])[C:5]([CH3:19])=[CH:4][N:3]=2)=[CH:31][C:30]=1[O:29][CH3:26])=[O:23])[CH3:5]. (7) Given the reactants [Cl:1][C:2]1[CH:7]=[C:6]([Cl:8])[C:5]([O:9][CH3:10])=[CH:4][C:3]=1[N:11]1[CH2:16][CH2:15][CH:14]([C:17]([O:19]CC)=O)[CH2:13][CH2:12]1.[Cl:22][CH2:23]I.C[Li], predict the reaction product. The product is: [Cl:22][CH2:23][C:17]([CH:14]1[CH2:13][CH2:12][N:11]([C:3]2[CH:4]=[C:5]([O:9][CH3:10])[C:6]([Cl:8])=[CH:7][C:2]=2[Cl:1])[CH2:16][CH2:15]1)=[O:19]. (8) Given the reactants Br[C:2]1[CH:7]=[CH:6][C:5]([C@@H:8]([N:10]2[CH2:15][CH2:14][C@:13]([CH2:22][CH2:23][CH2:24][OH:25])([C:16]3[CH:21]=[CH:20][CH:19]=[CH:18][CH:17]=3)[O:12][C:11]2=[O:26])[CH3:9])=[CH:4][CH:3]=1.Br[C:28]1[CH:33]=[C:32]([CH3:34])[N+:31]([O-:35])=[C:30]([CH3:36])[CH:29]=1, predict the reaction product. The product is: [OH:25][CH2:24][CH2:23][CH2:22][C@@:13]1([C:16]2[CH:21]=[CH:20][CH:19]=[CH:18][CH:17]=2)[O:12][C:11](=[O:26])[N:10]([C@H:8]([C:5]2[CH:6]=[CH:7][C:2]([C:28]3[CH:33]=[C:32]([CH3:34])[N+:31]([O-:35])=[C:30]([CH3:36])[CH:29]=3)=[CH:3][CH:4]=2)[CH3:9])[CH2:15][CH2:14]1. (9) Given the reactants [F:1][C:2]1[CH:3]=[C:4]([CH:8](O)[CH:9]([CH2:13][C:14]2[CH:19]=[CH:18][CH:17]=[C:16]([O:20][C:21]([F:26])([F:25])[CH:22]([F:24])[F:23])[CH:15]=2)C(O)=O)[CH:5]=[CH:6][CH:7]=1.C1(P(N=[N+]=[N-])(C2C=CC=CC=2)=[O:35])C=CC=CC=1.C([N:47]([CH2:50]C)CC)C.[OH2:52], predict the reaction product. The product is: [F:1][C:2]1[CH:3]=[C:4]([CH:8]2[O:52][C:50](=[O:35])[NH:47][CH:9]2[CH2:13][C:14]2[CH:19]=[CH:18][CH:17]=[C:16]([O:20][C:21]([F:25])([F:26])[CH:22]([F:23])[F:24])[CH:15]=2)[CH:5]=[CH:6][CH:7]=1. (10) Given the reactants C([O:8][C:9]([C:11]1([NH:17][C:18]([O:20][CH:21]2[CH2:26][CH2:25][N:24]([C:27]([O:29][CH3:30])=[O:28])[CH2:23][CH2:22]2)=[O:19])[CH2:16][CH2:15][CH2:14][CH2:13][CH2:12]1)=[O:10])C1C=CC=CC=1, predict the reaction product. The product is: [CH3:30][O:29][C:27]([N:24]1[CH2:23][CH2:22][CH:21]([O:20][C:18]([NH:17][C:11]2([C:9]([OH:10])=[O:8])[CH2:12][CH2:13][CH2:14][CH2:15][CH2:16]2)=[O:19])[CH2:26][CH2:25]1)=[O:28].